From a dataset of Forward reaction prediction with 1.9M reactions from USPTO patents (1976-2016). Predict the product of the given reaction. (1) Given the reactants [CH3:1][C:2]1[C:7]([SH:8])=[CH:6][C:5]([CH3:9])=[CH:4][C:3]=1[OH:10].C([O-])([O-])=O.[K+].[K+].Cl[CH2:18][C:19](=[O:25])[CH2:20][C:21]([O:23][CH3:24])=[O:22], predict the reaction product. The product is: [OH:10][C:3]1[C:2]([CH3:1])=[C:7]([S:8][CH2:18][C:19](=[O:25])[CH2:20][C:21]([O:23][CH3:24])=[O:22])[CH:6]=[C:5]([CH3:9])[CH:4]=1. (2) Given the reactants [C:1]([NH:8][C@@H:9]1[CH2:13][CH2:12][NH:11][CH2:10]1)([O:3][C:4]([CH3:7])([CH3:6])[CH3:5])=[O:2].[C:14](O)(=O)C.C([O-])(=O)C.[Na+].C([BH3-])#N.[Na+].C(=O)([O-])O.[Na+], predict the reaction product. The product is: [NH3:8].[CH3:14][N:11]1[CH2:12][CH2:13][C@@H:9]([NH:8][C:1](=[O:2])[O:3][C:4]([CH3:7])([CH3:6])[CH3:5])[CH2:10]1.